This data is from Tyrosyl-DNA phosphodiesterase HTS with 341,365 compounds. The task is: Binary Classification. Given a drug SMILES string, predict its activity (active/inactive) in a high-throughput screening assay against a specified biological target. (1) The drug is OCC1N(CCCC1)c1nc(N)c2c(c3c(N(C(C)(C)C)C(=O)C3)nc2N)c1C#N. The result is 0 (inactive). (2) The compound is S(c1n(Cc2ccc(C(=O)NC3CC3)cc2)c2ncccc2n1)Cc1c(cccc1)C. The result is 0 (inactive). (3) The molecule is S(=O)(=O)(Nc1sc(nn1)CC)c1ccc(NC(=O)c2cc3c(oc2=O)c(CC=C)ccc3)cc1. The result is 1 (active). (4) The molecule is Brc1cc2C(=Nc3cc(C(=O)NCCCN4CCOCC4)ccc3Sc2cc1)CC. The result is 0 (inactive). (5) The molecule is Brc1cc(C(=O)Nc2ccc(N3CCCC3=O)cc2)cnc1. The result is 0 (inactive). (6) The drug is S=C(N(CC)c1ccccc1)N. The result is 0 (inactive). (7) The molecule is O=C(NC1CCC1)CCc1oc(nn1)CCc1c2c([nH]c1)cccc2. The result is 0 (inactive). (8) The molecule is Clc1c(cc(S(=O)(=O)N2CCOCC2)cc1)C(=O)NCC1OCCC1. The result is 0 (inactive).